From a dataset of Reaction yield outcomes from USPTO patents with 853,638 reactions. Predict the reaction yield, written as a fraction of the theoretical maximum amount of product (1.0 means a 100% yield; for example, 0.34 means a 34% yield). (1) The reactants are [OH:1][C:2]1[CH:11]=[CH:10][CH:9]=[C:4]([C:5]([O:7][CH3:8])=[O:6])[C:3]=1[NH2:12].[CH3:13][O:14][C:15]1[CH:23]=[CH:22][C:18]([C:19](Cl)=O)=[CH:17][CH:16]=1. No catalyst specified. The product is [CH3:13][O:14][C:15]1[CH:23]=[CH:22][C:18]([C:19]2[O:1][C:2]3[C:3](=[C:4]([C:5]([O:7][CH3:8])=[O:6])[CH:9]=[CH:10][CH:11]=3)[N:12]=2)=[CH:17][CH:16]=1. The yield is 0.180. (2) The reactants are [Br-:1].[F:2][C:3]1[CH:8]=[CH:7][C:6]([N:9]2[C:12](=[O:13])[C@H:11]([CH2:14][CH2:15][C@@H:16]([C:18]3[CH:23]=[CH:22][C:21]([F:24])=[CH:20][CH:19]=3)[OH:17])[C@H:10]2[C:25]2[CH:47]=[CH:46][C:28]([O:29][CH2:30][C:31]3[CH:45]=[CH:44][C:34]([CH2:35][N+:36]45[CH2:43][CH2:42][N:39]([CH2:40][CH2:41]4)[CH2:38][CH2:37]5)=[CH:33][CH:32]=3)=[CH:27][CH:26]=2)=[CH:5][CH:4]=1.[Br:48][CH2:49][C:50]1[CH:86]=[CH:85][C:53]([CH2:54][O:55][C:56]2[CH:61]=[CH:60][C:59]([C@H:62]3[N:65]([C:66]4[CH:71]=[CH:70][C:69]([F:72])=[CH:68][CH:67]=4)[C:64](=[O:73])[C@@H:63]3[CH2:74][CH2:75][C@@H:76]([C:78]3[CH:83]=[CH:82][C:81]([F:84])=[CH:80][CH:79]=3)[OH:77])=[CH:58][CH:57]=2)=[CH:52][CH:51]=1. The catalyst is C(#N)C. The product is [Br-:48].[Br-:1].[F:2][C:3]1[CH:8]=[CH:7][C:6]([N:9]2[C:12](=[O:13])[C@H:11]([CH2:14][CH2:15][C@@H:16]([C:18]3[CH:19]=[CH:20][C:21]([F:24])=[CH:22][CH:23]=3)[OH:17])[C@H:10]2[C:25]2[CH:47]=[CH:46][C:28]([O:29][CH2:30][C:31]3[CH:45]=[CH:44][C:34]([CH2:35][N+:36]45[CH2:41][CH2:40][N+:39]([CH2:49][C:50]6[CH:51]=[CH:52][C:53]([CH2:54][O:55][C:56]7[CH:57]=[CH:58][C:59]([C@@H:62]8[C@@H:63]([CH2:74][CH2:75][C@H:76]([OH:77])[C:78]9[CH:83]=[CH:82][C:81]([F:84])=[CH:80][CH:79]=9)[C:64](=[O:73])[N:65]8[C:66]8[CH:67]=[CH:68][C:69]([F:72])=[CH:70][CH:71]=8)=[CH:60][CH:61]=7)=[CH:85][CH:86]=6)([CH2:42][CH2:43]4)[CH2:38][CH2:37]5)=[CH:33][CH:32]=3)=[CH:27][CH:26]=2)=[CH:5][CH:4]=1. The yield is 0.910.